From a dataset of Forward reaction prediction with 1.9M reactions from USPTO patents (1976-2016). Predict the product of the given reaction. (1) Given the reactants [C:1]([N:4]1[CH2:9][CH2:8][N:7]([C:10]2[CH:11]=[CH:12][C:13]([NH:16][C:17](=[O:27])[CH2:18][C:19]3[CH:20]=[N:21][C:22](Cl)=[C:23]([CH3:25])[CH:24]=3)=[N:14][CH:15]=2)[CH2:6][CH2:5]1)(=[O:3])[CH3:2].[CH3:28][C:29]1[CH:34]=[C:33]([Sn](CCCC)(CCCC)CCCC)[CH:32]=[CH:31][N:30]=1, predict the reaction product. The product is: [C:1]([N:4]1[CH2:9][CH2:8][N:7]([C:10]2[CH:11]=[CH:12][C:13]([NH:16][C:17](=[O:27])[CH2:18][C:19]3[CH:24]=[C:23]([CH3:25])[C:22]([C:33]4[CH:32]=[CH:31][N:30]=[C:29]([CH3:28])[CH:34]=4)=[N:21][CH:20]=3)=[N:14][CH:15]=2)[CH2:6][CH2:5]1)(=[O:3])[CH3:2]. (2) Given the reactants [F:1][C:2]1[CH:7]=[CH:6][CH:5]=[CH:4][C:3]=1[N:8]1[C:36](=[O:37])[C:11]2=[CH:12][N:13]([CH2:24][C:25]3[CH:30]=[CH:29][C:28]([N:31]4[CH:35]=[CH:34][CH:33]=[N:32]4)=[CH:27][CH:26]=3)[C:14]3[CH2:15][CH2:16][CH2:17][CH:18]([O:20]CC=C)[C:19]=3[C:10]2=[N:9]1.C1(C)C=CC(S(O)=O)=CC=1, predict the reaction product. The product is: [F:1][C:2]1[CH:7]=[CH:6][CH:5]=[CH:4][C:3]=1[N:8]1[C:36](=[O:37])[C:11]2=[CH:12][N:13]([CH2:24][C:25]3[CH:30]=[CH:29][C:28]([N:31]4[CH:35]=[CH:34][CH:33]=[N:32]4)=[CH:27][CH:26]=3)[C:14]3[CH2:15][CH2:16][CH2:17][CH:18]([OH:20])[C:19]=3[C:10]2=[N:9]1. (3) Given the reactants N[C:2]1[CH:11]=[CH:10][CH:9]=[C:8]2[C:3]=1[N:4]=[CH:5][CH:6]=[N:7]2.Br[C:13]1[C:21]([N+:22]([O-:24])=[O:23])=[CH:20][CH:19]=[CH:18][C:14]=1[C:15]([OH:17])=[O:16].C([N:27]1CCOCC1)C.C, predict the reaction product. The product is: [N+:22]([C:21]1[C:13]([NH:27][C:6]2[CH:5]=[N:4][C:3]3[C:8](=[CH:9][CH:10]=[CH:11][CH:2]=3)[N:7]=2)=[C:14]([CH:18]=[CH:19][CH:20]=1)[C:15]([OH:17])=[O:16])([O-:24])=[O:23].